From a dataset of Peptide-MHC class I binding affinity with 185,985 pairs from IEDB/IMGT. Regression. Given a peptide amino acid sequence and an MHC pseudo amino acid sequence, predict their binding affinity value. This is MHC class I binding data. (1) The peptide sequence is KMAVEVGSIR. The MHC is HLA-A68:01 with pseudo-sequence HLA-A68:01. The binding affinity (normalized) is 0.578. (2) The peptide sequence is FQYTMRHVL. The MHC is Mamu-B3901 with pseudo-sequence Mamu-B3901. The binding affinity (normalized) is 0.371.